Dataset: Forward reaction prediction with 1.9M reactions from USPTO patents (1976-2016). Task: Predict the product of the given reaction. (1) Given the reactants Br[C:2]1[CH:7]=[CH:6][N:5]=[C:4]([CH3:8])[CH:3]=1.[S:9]1[C:13]([Sn](C)(C)C)=[CH:12][N:11]=[CH:10]1, predict the reaction product. The product is: [CH3:8][C:4]1[CH:3]=[C:2]([C:13]2[S:9][CH:10]=[N:11][CH:12]=2)[CH:7]=[CH:6][N:5]=1. (2) Given the reactants [CH2:1]([O:5][C:6]1[CH:11]=[C:10]([O:12][CH2:13][CH:14]([CH3:16])[CH3:15])[CH:9]=[CH:8][C:7]=1[C:17](=[N:36][OH:37])[C:18]1[CH:19]=[CH:20][C:21]([O:31][CH2:32][CH:33]([CH3:35])[CH3:34])=[C:22]([CH2:24][CH2:25][C:26]([O:28][CH2:29][CH3:30])=[O:27])[CH:23]=1)[CH:2]([CH3:4])[CH3:3].[H-].[Na+].Br[CH2:41][C:42]([NH2:44])=[O:43].Cl, predict the reaction product. The product is: [NH2:44][C:42](=[O:43])[CH2:41][O:37][N:36]=[C:17]([C:7]1[CH:8]=[CH:9][C:10]([O:12][CH2:13][CH:14]([CH3:15])[CH3:16])=[CH:11][C:6]=1[O:5][CH2:1][CH:2]([CH3:4])[CH3:3])[C:18]1[CH:19]=[CH:20][C:21]([O:31][CH2:32][CH:33]([CH3:35])[CH3:34])=[C:22]([CH2:24][CH2:25][C:26]([O:28][CH2:29][CH3:30])=[O:27])[CH:23]=1. (3) Given the reactants [NH:1]1[CH2:4][CH:3]([C:5]2[CH:6]=[CH:7][C:8]3[O:17][CH2:16][CH2:15][C:14]4[N:10]([N:11]=[C:12]([C:18]5[N:19]([CH:23]([CH3:25])[CH3:24])[N:20]=[CH:21][N:22]=5)[CH:13]=4)[C:9]=3[CH:26]=2)[CH2:2]1.[C:27](O)(=[O:30])[CH2:28][OH:29], predict the reaction product. The product is: [OH:30][CH2:27][C:28]([N:1]1[CH2:2][CH:3]([C:5]2[CH:6]=[CH:7][C:8]3[O:17][CH2:16][CH2:15][C:14]4[N:10]([N:11]=[C:12]([C:18]5[N:19]([CH:23]([CH3:24])[CH3:25])[N:20]=[CH:21][N:22]=5)[CH:13]=4)[C:9]=3[CH:26]=2)[CH2:4]1)=[O:29].